This data is from Full USPTO retrosynthesis dataset with 1.9M reactions from patents (1976-2016). The task is: Predict the reactants needed to synthesize the given product. (1) Given the product [CH3:1][O:2][C:3]([C:5]1[C:9]2[C:10]3[N:11]([CH:16]=[CH:15][N:14]=3)[CH2:12][CH2:13][C:8]=2[N:7]([CH2:21][CH2:22][C:23]2[CH:24]=[CH:25][C:26]([N+:29]([O-:31])=[O:30])=[CH:27][CH:28]=2)[CH:6]=1)=[O:4], predict the reactants needed to synthesize it. The reactants are: [CH3:1][O:2][C:3]([C:5]1[C:9]2[C:10]([NH:14][CH2:15][CH:16](OC)OC)=[N:11][CH2:12][CH2:13][C:8]=2[N:7]([CH2:21][CH2:22][C:23]2[CH:28]=[CH:27][C:26]([N+:29]([O-:31])=[O:30])=[CH:25][CH:24]=2)[CH:6]=1)=[O:4].Cl.C([O-])([O-])=O.[K+].[K+]. (2) Given the product [OH:8][NH:9][C:10](=[O:35])[CH2:11][CH2:12][CH2:13][CH2:14][CH2:15][CH2:16][CH2:17][O:18][C:19]1[CH:34]=[CH:33][C:22]2[O:23][CH2:24][C:25]3[CH:32]=[CH:31][CH:30]=[CH:29][C:26]=3[C:27](=[O:28])[C:21]=2[CH:20]=1, predict the reactants needed to synthesize it. The reactants are: C([O:8][NH:9][C:10](=[O:35])[CH2:11][CH2:12][CH2:13][CH2:14][CH2:15][CH2:16][CH2:17][O:18][C:19]1[CH:34]=[CH:33][C:22]2[O:23][CH2:24][C:25]3[CH:32]=[CH:31][CH:30]=[CH:29][C:26]=3[C:27](=[O:28])[C:21]=2[CH:20]=1)C1C=CC=CC=1. (3) Given the product [Cl:1][C:2]1[C:3]([F:29])=[C:4]([NH:5][C:6]2[C:15]3[C:10](=[CH:11][C:12]([OH:24])=[C:13]([CH2:16][N:17]([CH3:23])[C@@H:18]([C:20]([NH2:22])=[O:21])[CH3:19])[CH:14]=3)[N:9]=[CH:8][N:7]=2)[CH:26]=[CH:27][CH:28]=1, predict the reactants needed to synthesize it. The reactants are: [Cl:1][C:2]1[C:3]([F:29])=[C:4]([CH:26]=[CH:27][CH:28]=1)[NH:5][C:6]1[C:15]2[C:10](=[CH:11][C:12]([O:24]C)=[C:13]([CH2:16][N:17]([CH3:23])[C@@H:18]([C:20]([NH2:22])=[O:21])[CH3:19])[CH:14]=2)[N:9]=[CH:8][N:7]=1.[I-].[Li+]. (4) Given the product [F:1][C:2]1[CH:7]=[CH:6][CH:5]=[CH:4][C:3]=1[S:8]([NH:11][C:12]1[C:23]([C:24]([O:26][CH3:27])=[O:25])=[C:16]2[CH2:17][CH2:18][CH2:19][CH2:20][CH2:21][C:15]2=[CH:14][CH:13]=1)(=[O:10])=[O:9], predict the reactants needed to synthesize it. The reactants are: [F:1][C:2]1[CH:7]=[CH:6][CH:5]=[CH:4][C:3]=1[S:8]([NH:11][C:12]1[C:23]([C:24]([O:26][CH3:27])=[O:25])=[C:16]2[CH2:17][CH2:18][CH2:19][CH2:20][C:21](=O)[C:15]2=[CH:14][CH:13]=1)(=[O:10])=[O:9].